Dataset: Forward reaction prediction with 1.9M reactions from USPTO patents (1976-2016). Task: Predict the product of the given reaction. Given the reactants Cl[C:2]1[N:10]=[C:9]2[C:5]([N:6]=[CH:7][N:8]2[CH:11]([CH3:13])[CH3:12])=[C:4]([NH:14][CH2:15][C:16]2[CH:21]=[CH:20][C:19]([O:22][CH3:23])=[CH:18][CH:17]=2)[N:3]=1.[CH3:24][C:25]1[CH:30]=[CH:29][C:28]([OH:31])=[CH:27][CH:26]=1.CC([O-])(C)C.[K+], predict the reaction product. The product is: [CH3:24][C:25]1[CH:30]=[CH:29][C:28]([O:31][C:2]2[N:10]=[C:9]3[C:5]([N:6]=[CH:7][N:8]3[CH:11]([CH3:13])[CH3:12])=[C:4]([NH:14][CH2:15][C:16]3[CH:21]=[CH:20][C:19]([O:22][CH3:23])=[CH:18][CH:17]=3)[N:3]=2)=[CH:27][CH:26]=1.